Dataset: Forward reaction prediction with 1.9M reactions from USPTO patents (1976-2016). Task: Predict the product of the given reaction. (1) Given the reactants [CH2:1]([O:5][CH2:6][C@H:7]1[CH2:11][CH2:10][CH2:9][N:8]1C(OC(C)(C)C)=O)[CH:2]([CH3:4])[CH3:3].C(OCC)(=O)C.[ClH:25], predict the reaction product. The product is: [ClH:25].[CH2:1]([O:5][CH2:6][C@H:7]1[CH2:11][CH2:10][CH2:9][NH:8]1)[CH:2]([CH3:4])[CH3:3]. (2) Given the reactants [CH3:1][C@@H:2]1[CH2:7][CH2:6][C@H:5]([O:8][C:9]2[C:10]([C:21]([F:24])([F:23])[F:22])=[C:11]3[C:16](=[CH:17][CH:18]=2)[C:15]([CH:19]=O)=[CH:14][CH:13]=[CH:12]3)[CH2:4][CH2:3]1.Cl.[CH:26]12[NH:33][CH:30]([CH2:31][CH2:32]1)[CH2:29][CH:28]([C:34]([O:36][CH3:37])=[O:35])[CH2:27]2.[BH-](OC(C)=O)(OC(C)=O)OC(C)=O.[Na+].C([O-])(O)=O.[Na+], predict the reaction product. The product is: [CH3:1][C@@H:2]1[CH2:3][CH2:4][C@H:5]([O:8][C:9]2[C:10]([C:21]([F:22])([F:23])[F:24])=[C:11]3[C:16](=[CH:17][CH:18]=2)[C:15]([CH2:19][N:33]2[CH:30]4[CH2:31][CH2:32][CH:26]2[CH2:27][CH:28]([C:34]([O:36][CH3:37])=[O:35])[CH2:29]4)=[CH:14][CH:13]=[CH:12]3)[CH2:6][CH2:7]1.